Dataset: NCI-60 drug combinations with 297,098 pairs across 59 cell lines. Task: Regression. Given two drug SMILES strings and cell line genomic features, predict the synergy score measuring deviation from expected non-interaction effect. (1) Drug 1: CN(C(=O)NC(C=O)C(C(C(CO)O)O)O)N=O. Drug 2: CC1CCCC2(C(O2)CC(NC(=O)CC(C(C(=O)C(C1O)C)(C)C)O)C(=CC3=CSC(=N3)C)C)C. Cell line: U251. Synergy scores: CSS=26.0, Synergy_ZIP=7.42, Synergy_Bliss=-1.90, Synergy_Loewe=-44.2, Synergy_HSA=-12.8. (2) Cell line: NCI-H322M. Drug 2: CCCS(=O)(=O)NC1=C(C(=C(C=C1)F)C(=O)C2=CNC3=C2C=C(C=N3)C4=CC=C(C=C4)Cl)F. Drug 1: CN1CCC(CC1)COC2=C(C=C3C(=C2)N=CN=C3NC4=C(C=C(C=C4)Br)F)OC. Synergy scores: CSS=39.5, Synergy_ZIP=2.17, Synergy_Bliss=1.16, Synergy_Loewe=-26.2, Synergy_HSA=-3.45. (3) Drug 1: C(=O)(N)NO. Drug 2: CCN(CC)CCCC(C)NC1=C2C=C(C=CC2=NC3=C1C=CC(=C3)Cl)OC. Cell line: MOLT-4. Synergy scores: CSS=8.23, Synergy_ZIP=-0.931, Synergy_Bliss=-2.86, Synergy_Loewe=-2.31, Synergy_HSA=-2.18.